Predict the reaction yield, written as a fraction of the theoretical maximum amount of product (1.0 means a 100% yield; for example, 0.34 means a 34% yield). From a dataset of Reaction yield outcomes from USPTO patents with 853,638 reactions. (1) The reactants are [Li+].[CH3:2]CC[CH2-].[CH3:6][O:7][C:8]1[CH:15]=[CH:14][C:11]([CH:12]=O)=[CH:10][N:9]=1. The catalyst is [Br-].C[P+](C1C=CC=CC=1)(C1C=CC=CC=1)C1C=CC=CC=1.C1COCC1.CCOC(C)=O. The product is [CH3:6][O:7][C:8]1[CH:15]=[CH:14][C:11]([CH:12]=[CH2:2])=[CH:10][N:9]=1. The yield is 0.650. (2) The product is [Cl:30][C:15]1[C:10]2[CH:9]=[C:8]([C:5]3[CH:6]=[CH:7][C:2]([F:1])=[CH:3][CH:4]=3)[S:18][C:11]=2[N:12]=[C:13]([CH3:17])[N:14]=1. No catalyst specified. The reactants are [F:1][C:2]1[CH:7]=[CH:6][C:5]([C:8]2[S:18][C:11]3[N:12]=[C:13]([CH3:17])[NH:14][C:15](=O)[C:10]=3[CH:9]=2)=[CH:4][CH:3]=1.C(N(C(C)C)CC)(C)C.O=P(Cl)(Cl)[Cl:30]. The yield is 0.0600. (3) The reactants are [OH:1][C:2]1[CH:7]=[CH:6][C:5]([S:8][CH2:9][CH2:10][CH2:11][C:12]([OH:14])=O)=[CH:4][CH:3]=1.[CH:15]1([CH2:18][NH:19][CH2:20][C:21]2[CH:26]=[CH:25][CH:24]=[CH:23][C:22]=2[O:27][CH3:28])[CH2:17][CH2:16]1. No catalyst specified. The product is [CH:15]1([CH2:18][N:19]([CH2:20][C:21]2[CH:26]=[CH:25][CH:24]=[CH:23][C:22]=2[O:27][CH3:28])[C:12](=[O:14])[CH2:11][CH2:10][CH2:9][S:8][C:5]2[CH:4]=[CH:3][C:2]([OH:1])=[CH:7][CH:6]=2)[CH2:17][CH2:16]1. The yield is 0.220. (4) The reactants are [C:1]([Si:5]([CH3:14])([CH3:13])[O:6][CH2:7][C:8]([CH3:12])([CH3:11])[CH:9]=O)([CH3:4])([CH3:3])[CH3:2].[CH3:15]OP(C(=[N+]=[N-])C(=O)C)(=O)OC.C([O-])([O-])=O.[K+].[K+]. The catalyst is CO. The product is [C:1]([Si:5]([O:6][CH2:7][C:8]([CH3:12])([CH3:11])[C:9]#[CH:15])([CH3:14])[CH3:13])([CH3:4])([CH3:3])[CH3:2]. The yield is 0.210. (5) The reactants are [Cl:1][C:2]1[N:10]([CH2:11][C:12]2[CH:17]=[CH:16][C:15](Cl)=[CH:14][CH:13]=2)[C:9]2[C:8](=[O:19])[NH:7][C:6](=[O:20])[N:5]([CH2:21][O:22][CH2:23][CH2:24][Si:25]([CH3:28])([CH3:27])[CH3:26])[C:4]=2[N:3]=1.Br[CH2:30][CH2:31][CH2:32][O:33][Si:34]([C:37]([CH3:40])([CH3:39])[CH3:38])([CH3:36])[CH3:35].C(=O)([O-])[O-].[K+].[K+]. The catalyst is CN(C=O)C. The product is [CH2:11]([N:10]1[C:9]2[C:8](=[O:19])[N:7]([CH2:30][CH2:31][CH2:32][O:33][Si:34]([C:37]([CH3:38])([CH3:40])[CH3:39])([CH3:35])[CH3:36])[C:6](=[O:20])[N:5]([CH2:21][O:22][CH2:23][CH2:24][Si:25]([CH3:28])([CH3:27])[CH3:26])[C:4]=2[N:3]=[C:2]1[Cl:1])[C:12]1[CH:17]=[CH:16][CH:15]=[CH:14][CH:13]=1. The yield is 0.974. (6) The reactants are [CH3:1][C:2]([Mg]Br)=[CH:3][CH3:4].[F:7][C:8]1[N:13]=[C:12]([N:14]2[CH2:23][CH2:22][C:21]3[C:16](=[CH:17][CH:18]=[CH:19][CH:20]=3)[CH2:15]2)[C:11]([N+:24]([O-])=O)=[CH:10][CH:9]=1.[Cl-].[NH4+]. The catalyst is O1CCCC1. The product is [F:7][C:8]1[CH:9]=[C:10]2[C:3]([CH3:4])=[C:2]([CH3:1])[NH:24][C:11]2=[C:12]([N:14]2[CH2:23][CH2:22][C:21]3[C:16](=[CH:17][CH:18]=[CH:19][CH:20]=3)[CH2:15]2)[N:13]=1. The yield is 0.320. (7) The reactants are C([O:8][C:9]1[C:10]([F:27])=[CH:11][C:12]([S:19]([CH:22]2[CH2:26][CH2:25][CH2:24][CH2:23]2)(=[O:21])=[O:20])=[C:13]2[C:18]=1[N:17]=[CH:16][CH:15]=[CH:14]2)C1C=CC=CC=1.Cl.[OH-].[Na+]. The catalyst is O1CCOCC1. The product is [F:27][C:10]1[C:9]([OH:8])=[C:18]2[C:13]([CH:14]=[CH:15][CH:16]=[N:17]2)=[C:12]([S:19]([CH:22]2[CH2:26][CH2:25][CH2:24][CH2:23]2)(=[O:20])=[O:21])[CH:11]=1. The yield is 0.560.